From a dataset of Forward reaction prediction with 1.9M reactions from USPTO patents (1976-2016). Predict the product of the given reaction. (1) Given the reactants F[C:2]1[N:11]=[C:10]([F:12])[C:9]([Si:13]([CH3:16])([CH3:15])[CH3:14])=[CH:8][C:3]=1[C:4]([O:6][CH3:7])=[O:5].[Br:17][C:18]1[CH:23]=[CH:22][C:21]([OH:24])=[C:20]([I:25])[CH:19]=1.C(=O)([O-])[O-].[K+].[K+], predict the reaction product. The product is: [Br:17][C:18]1[CH:23]=[CH:22][C:21]([O:24][C:2]2[N:11]=[C:10]([F:12])[C:9]([Si:13]([CH3:16])([CH3:15])[CH3:14])=[CH:8][C:3]=2[C:4]([O:6][CH3:7])=[O:5])=[C:20]([I:25])[CH:19]=1. (2) Given the reactants [CH:1]1([NH:7][CH:8]2[CH2:13][CH2:12][N:11]([CH2:14][C:15]3[CH:20]=[CH:19][N:18]=[C:17]([C:21]4[CH:26]=[C:25]([O:27][CH3:28])[C:24]([O:29][CH3:30])=[C:23]([O:31][CH3:32])[CH:22]=4)[CH:16]=3)[CH2:10][CH2:9]2)[CH2:6][CH2:5][CH2:4][CH2:3][CH2:2]1.[Cl:33][CH2:34][C:35]1[CH:40]=[CH:39][N:38]=[C:37]([C:41]2[CH:46]=[C:45]([O:47][CH3:48])[C:44]([O:49][CH3:50])=[C:43]([O:51][CH3:52])[CH:42]=2)[CH:36]=1, predict the reaction product. The product is: [ClH:33].[ClH:33].[ClH:33].[ClH:33].[CH:1]1([N:7]([CH:8]2[CH2:9][CH2:10][N:11]([CH2:14][C:15]3[CH:20]=[CH:19][N:18]=[C:17]([C:21]4[CH:22]=[C:23]([O:31][CH3:32])[C:24]([O:29][CH3:30])=[C:25]([O:27][CH3:28])[CH:26]=4)[CH:16]=3)[CH2:12][CH2:13]2)[CH2:34][C:35]2[CH:40]=[CH:39][N:38]=[C:37]([C:41]3[CH:46]=[C:45]([O:47][CH3:48])[C:44]([O:49][CH3:50])=[C:43]([O:51][CH3:52])[CH:42]=3)[CH:36]=2)[CH2:2][CH2:3][CH2:4][CH2:5][CH2:6]1. (3) Given the reactants Cl[C:2]1[CH:7]=[CH:6][CH:5]=[CH:4][C:3]=1[N+:8]([O-:10])=[O:9].[F:11][CH:12]([F:15])[CH2:13][NH2:14].O, predict the reaction product. The product is: [F:11][CH:12]([F:15])[CH2:13][NH:14][C:2]1[CH:7]=[CH:6][CH:5]=[CH:4][C:3]=1[N+:8]([O-:10])=[O:9]. (4) Given the reactants C(N)C1C=CC=CC=1.[F:9][C:10]1[CH:17]=[CH:16][C:13]([CH2:14][NH2:15])=[CH:12][CH:11]=1.[CH:18]1([CH2:21][N:22]2[CH2:26][CH2:25][N:24]([C:27]3[CH:28]=[C:29]([CH:34]=[CH:35][N:36]=3)[C:30](OC)=[O:31])[C:23]2=[O:37])[CH2:20][CH2:19]1, predict the reaction product. The product is: [CH:18]1([CH2:21][N:22]2[CH2:26][CH2:25][N:24]([C:27]3[CH:28]=[C:29]([CH:34]=[CH:35][N:36]=3)[C:30]([NH:15][CH2:14][C:13]3[CH:16]=[CH:17][C:10]([F:9])=[CH:11][CH:12]=3)=[O:31])[C:23]2=[O:37])[CH2:20][CH2:19]1. (5) The product is: [C:23]([O:1][CH:2]([CH2:9][CH2:10][C:11]([O:13][CH2:14][C:15]1[CH:16]=[CH:17][C:18]([O:21][CH3:22])=[CH:19][CH:20]=1)=[O:12])[C:3]([O:5][CH2:6][CH:7]=[CH2:8])=[O:4])(=[O:25])[CH3:24]. Given the reactants [OH:1][CH:2]([CH2:9][CH2:10][C:11]([O:13][CH2:14][C:15]1[CH:20]=[CH:19][C:18]([O:21][CH3:22])=[CH:17][CH:16]=1)=[O:12])[C:3]([O:5][CH2:6][CH:7]=[CH2:8])=[O:4].[C:23](Cl)(=[O:25])[CH3:24].C(=O)([O-])O.[Na+].C(OCC)(=O)C, predict the reaction product.